This data is from Full USPTO retrosynthesis dataset with 1.9M reactions from patents (1976-2016). The task is: Predict the reactants needed to synthesize the given product. (1) Given the product [Cl:12][CH2:8][C:6]1[CH:5]=[CH:4][N:3]=[C:2]([NH2:1])[CH:7]=1, predict the reactants needed to synthesize it. The reactants are: [NH2:1][C:2]1[CH:7]=[C:6]([CH2:8]O)[CH:5]=[CH:4][N:3]=1.S(Cl)([Cl:12])=O. (2) The reactants are: [Br:1][C:2]1[C:3]2[N:4]([N:8]=[C:9]([NH2:17])[C:10]=2[C:11]2[CH:16]=[CH:15][CH:14]=[CH:13][CH:12]=2)[CH:5]=[CH:6][CH:7]=1.CCN(CC)CC.[CH:25]1([C:28](Cl)=[O:29])[CH2:27][CH2:26]1. Given the product [Br:1][C:2]1[C:3]2[N:4]([N:8]=[C:9]([NH:17][C:28]([CH:25]3[CH2:27][CH2:26]3)=[O:29])[C:10]=2[C:11]2[CH:16]=[CH:15][CH:14]=[CH:13][CH:12]=2)[CH:5]=[CH:6][CH:7]=1, predict the reactants needed to synthesize it. (3) Given the product [CH:10]([O:9][CH2:8][CH2:7][CH:1]1[CH2:6][CH2:5][CH2:4][CH2:3][CH2:2]1)=[CH2:11], predict the reactants needed to synthesize it. The reactants are: [CH:1]1([CH2:7][CH2:8][OH:9])[CH2:6][CH2:5][CH2:4][CH2:3][CH2:2]1.[CH:10](OCC)=[CH2:11]. (4) Given the product [NH2:1][C:4]1[CH:9]=[CH:8][C:7]([N:10]2[CH2:15][CH2:14][N:13]([C:20](=[O:21])[CH2:19][N:18]([CH3:23])[CH3:17])[CH2:12][CH2:11]2)=[CH:6][CH:5]=1, predict the reactants needed to synthesize it. The reactants are: [N+:1]([C:4]1[CH:9]=[CH:8][C:7]([N:10]2[CH2:15][CH2:14][NH:13][CH2:12][CH2:11]2)=[CH:6][CH:5]=1)([O-])=O.Cl.[CH3:17][N:18]([CH3:23])[CH2:19][C:20](O)=[O:21].CCN=C=NCCCN(C)C.Cl.C1C=CC2N(O)N=NC=2C=1. (5) Given the product [Cl:17][C:12]1[CH:13]=[CH:14][CH:15]=[CH:16][C:11]=1[N:7]1[C:8]([OH:10])=[C:9]([C:28](=[O:29])[CH2:27][C:24]2[CH:25]=[CH:26][C:21]([O:20][CH3:19])=[CH:22][CH:23]=2)[C:5]([CH2:4][C:3]([O:2][CH3:1])=[O:18])=[N:6]1, predict the reactants needed to synthesize it. The reactants are: [CH3:1][O:2][C:3](=[O:18])[CH2:4][C:5]1[CH:9]=[C:8]([OH:10])[N:7]([C:11]2[CH:16]=[CH:15][CH:14]=[CH:13][C:12]=2[Cl:17])[N:6]=1.[CH3:19][O:20][C:21]1[CH:26]=[CH:25][C:24]([CH2:27][C:28](Cl)=[O:29])=[CH:23][CH:22]=1.